From a dataset of Reaction yield outcomes from USPTO patents with 853,638 reactions. Predict the reaction yield, written as a fraction of the theoretical maximum amount of product (1.0 means a 100% yield; for example, 0.34 means a 34% yield). (1) The yield is 0.870. The product is [OH:16][CH:15]1[C:14]2[C:9](=[CH:10][CH:11]=[CH:12][CH:13]=2)[C:8](=[O:17])[N:7]1[CH2:6][C:2]1[S:1][CH:5]=[CH:4][CH:3]=1. The reactants are [S:1]1[CH:5]=[CH:4][CH:3]=[C:2]1[CH2:6][N:7]1[C:15](=[O:16])[C:14]2[C:9](=[CH:10][CH:11]=[CH:12][CH:13]=2)[C:8]1=[O:17].[BH4-].[Na+]. The catalyst is CO. (2) The reactants are [CH2:1]([O:3][C:4]([C:6]1[S:16][C:9]2[N:10]=[C:11]([NH2:15])[N:12]=[C:13](Cl)[C:8]=2[CH:7]=1)=[O:5])[CH3:2].[CH3:17][C:18]1[CH:25]=[CH:24][C:21]([CH:22]=[O:23])=[CH:20][C:19]=1B1OC(C)(C)C(C)(C)O1.C(=O)([O-])O.[Na+].CN(C=O)C. The catalyst is C1C=CC(P(C2C=CC=CC=2)C2C=CC=CC=2)=CC=1.C1C=CC(P(C2C=CC=CC=2)C2C=CC=CC=2)=CC=1.Cl[Pd]Cl.O. The product is [CH2:1]([O:3][C:4]([C:6]1[S:16][C:9]2[N:10]=[C:11]([NH2:15])[N:12]=[C:13]([C:25]3[CH:24]=[C:21]([CH:22]=[O:23])[CH:20]=[CH:19][C:18]=3[CH3:17])[C:8]=2[CH:7]=1)=[O:5])[CH3:2]. The yield is 0.560. (3) The reactants are [CH3:1][O:2][C:3](=[O:24])[CH2:4][CH2:5][C:6]([C:8](=[O:23])[N:9]([CH2:20][CH:21]=C)[CH2:10][CH2:11][CH2:12][C:13]1[CH:18]=[CH:17][C:16]([CH3:19])=[CH:15][CH:14]=1)=C. The catalyst is [Ru].C(Cl)Cl. The product is [CH3:1][O:2][C:3](=[O:24])[CH2:4][CH2:5][C:6]1[C:8](=[O:23])[N:9]([CH2:10][CH2:11][CH2:12][C:13]2[CH:14]=[CH:15][C:16]([CH3:19])=[CH:17][CH:18]=2)[CH2:20][CH:21]=1. The yield is 0.500. (4) The yield is 0.0240. The product is [OH:40][C:44]1([CH2:3][O:4][C@H:5]2[CH2:10][CH2:9][C@H:8]([N:11]3[C:16](=[O:17])[C:15]([CH2:18][C:19]4[CH:24]=[CH:23][C:22]([C:25]5[C:26]([C:31]#[N:32])=[CH:27][CH:28]=[CH:29][CH:30]=5)=[CH:21][CH:20]=4)=[C:14]([CH2:33][CH2:34][CH3:35])[N:13]4[N:36]=[CH:37][N:38]=[C:12]34)[CH2:7][CH2:6]2)[CH2:49][CH2:48][CH2:47][CH2:50]1. No catalyst specified. The reactants are CS[CH2:3][O:4][C@H:5]1[CH2:10][CH2:9][C@H:8]([N:11]2[C:16](=[O:17])[C:15]([CH2:18][C:19]3[CH:24]=[CH:23][C:22]([C:25]4[C:26]([C:31]#[N:32])=[CH:27][CH:28]=[CH:29][CH:30]=4)=[CH:21][CH:20]=3)=[C:14]([CH2:33][CH2:34][CH3:35])[N:13]3[N:36]=[CH:37][N:38]=[C:12]23)[CH2:7][CH2:6]1.S(Cl)(Cl)(=O)=[O:40].[C:44]1([CH3:50])[CH:49]=[CH:48][CH:47]=CC=1. (5) The reactants are [CH3:1][N:2]([CH3:40])[C:3]1[C:12]2[C:7](=[CH:8][CH:9]=[CH:10][CH:11]=2)[C:6]([CH:13]([C:15]2[N:19](C(C3C=CC=CC=3)(C3C=CC=CC=3)C3C=CC=CC=3)[CH:18]=[N:17][C:16]=2[CH3:39])[OH:14])=[CH:5][CH:4]=1.C([SiH](CC)CC)C. The catalyst is C(O)(C(F)(F)F)=O. The product is [CH3:40][N:2]([CH3:1])[C:3]1[C:12]2[C:7](=[CH:8][CH:9]=[CH:10][CH:11]=2)[C:6]([CH2:13][C:15]2[N:19]=[CH:18][NH:17][C:16]=2[CH3:39])=[CH:5][CH:4]=1.[CH3:1][N:2]([CH3:40])[C:3]1[C:12]2[C:7](=[CH:8][CH:9]=[CH:10][CH:11]=2)[C:6]([CH:13]([C:15]2[N:19]=[CH:18][NH:17][C:16]=2[CH3:39])[OH:14])=[CH:5][CH:4]=1. The yield is 0.320.